From a dataset of Catalyst prediction with 721,799 reactions and 888 catalyst types from USPTO. Predict which catalyst facilitates the given reaction. (1) Reactant: [NH2:1][C@@H:2]([CH2:33][C:34]1[CH:39]=[CH:38][CH:37]=[CH:36][CH:35]=1)[C@@H:3]([OH:32])[CH2:4][C@@H:5]([NH:19][C:20]([C@@H:22]([NH:27][C:28](=[O:31])[O:29][CH3:30])[C:23]([CH3:26])([CH3:25])[CH3:24])=[O:21])[CH2:6][C:7]1[CH:12]=[CH:11][C:10]([C:13]2[CH:18]=[CH:17][CH:16]=[CH:15][N:14]=2)=[CH:9][CH:8]=1.[CH3:40][O:41][C:42]([NH:44][C@@H:45]([C:49]([CH3:52])([CH3:51])[CH3:50])[C:46](O)=[O:47])=[O:43].CCOP(ON1N=NC2C=CC=CC=2C1=O)(OCC)=O.C(N(CC)C(C)C)(C)C. Product: [CH2:33]([C@@H:2]([C@@H:3]([OH:32])[CH2:4][C@H:5]([CH2:6][C:7]1[CH:12]=[CH:11][C:10]([C:13]2[CH:18]=[CH:17][CH:16]=[CH:15][N:14]=2)=[CH:9][CH:8]=1)[NH:19][C:20](=[O:21])[C@H:22]([C:23]([CH3:26])([CH3:25])[CH3:24])[NH:27][C:28](=[O:31])[O:29][CH3:30])[NH:1][C:46](=[O:47])[C@@H:45]([NH:44][C:42](=[O:43])[O:41][CH3:40])[C:49]([CH3:52])([CH3:51])[CH3:50])[C:34]1[CH:35]=[CH:36][CH:37]=[CH:38][CH:39]=1. The catalyst class is: 1. (2) Reactant: [O:1]1[CH2:4][CH:3]([N:5]2[CH2:10][CH2:9][N:8]([C:11]3[CH:16]=[CH:15][C:14]([N:17]([C:25]4[C:26]5[N:27]([CH:44]=[CH:45][N:46]=5)[CH:28]=[C:29]([Sn](CCCC)(CCCC)CCCC)[N:30]=4)[C:18](=[O:24])[O:19][C:20]([CH3:23])([CH3:22])[CH3:21])=[CH:13][CH:12]=3)[CH2:7][CH2:6]2)[CH2:2]1.[C:47]([O:51][C:52]([N:54]([C:62]([O:64][C:65]([CH3:68])([CH3:67])[CH3:66])=[O:63])[C:55]1[CH:60]=[N:59][CH:58]=[C:57](Br)[N:56]=1)=[O:53])([CH3:50])([CH3:49])[CH3:48]. Product: [C:47]([O:51][C:52]([N:54]([C:62]([O:64][C:65]([CH3:68])([CH3:67])[CH3:66])=[O:63])[C:55]1[N:56]=[C:57]([C:29]2[N:30]=[C:25]([N:17]([C:14]3[CH:13]=[CH:12][C:11]([N:8]4[CH2:7][CH2:6][N:5]([CH:3]5[CH2:2][O:1][CH2:4]5)[CH2:10][CH2:9]4)=[CH:16][CH:15]=3)[C:18](=[O:24])[O:19][C:20]([CH3:22])([CH3:21])[CH3:23])[C:26]3[N:46]([CH:45]=[CH:44][N:27]=3)[CH:28]=2)[CH:58]=[N:59][CH:60]=1)=[O:53])([CH3:50])([CH3:49])[CH3:48]. The catalyst class is: 658. (3) The catalyst class is: 78. Reactant: [Cl:1][C:2]1[CH:7]=[CH:6][C:5]([C:8]([CH:15]2[CH2:18][CH2:17][CH2:16]2)([CH3:14])[CH2:9][C:10]([O:12][CH3:13])=[O:11])=[CH:4][C:3]=1[N+:19]([O-])=O. Product: [NH2:19][C:3]1[CH:4]=[C:5]([C:8]([CH:15]2[CH2:16][CH2:17][CH2:18]2)([CH3:14])[CH2:9][C:10]([O:12][CH3:13])=[O:11])[CH:6]=[CH:7][C:2]=1[Cl:1]. (4) Product: [CH2:1]([O:3][C:4]([C:6]1[N:7]=[C:8]([CH3:22])[C:9]2[N:10]([CH3:20])[C:11]3[C:16]([C:17]=2[C:18]=1[OH:19])=[CH:15][CH:14]=[CH:13][CH:12]=3)=[O:5])[CH3:2]. The catalyst class is: 233. Reactant: [CH2:1]([O:3][C:4]([C:6]1[N:7]=[C:8](Br)[C:9]2[N:10]([CH3:20])[C:11]3[C:16]([C:17]=2[C:18]=1[OH:19])=[CH:15][CH:14]=[CH:13][CH:12]=3)=[O:5])[CH3:2].[CH3:22][Sn](C)(C)C. (5) Reactant: [F:1][C:2]1[CH:34]=[CH:33][C:5]([CH2:6][N:7]2[C:15]3[C:10](=[CH:11][CH:12]=[CH:13][CH:14]=3)[C:9]3[C:16]([C:26]4[CH:31]=[CH:30][C:29]([CH3:32])=[CH:28][CH:27]=4)=[C:17]([C:22]([O:24]C)=[O:23])[N:18]([CH3:21])[C:19](=[O:20])[C:8]2=3)=[CH:4][CH:3]=1.[Li+].[OH-].Cl. Product: [F:1][C:2]1[CH:3]=[CH:4][C:5]([CH2:6][N:7]2[C:15]3[C:10](=[CH:11][CH:12]=[CH:13][CH:14]=3)[C:9]3[C:16]([C:26]4[CH:27]=[CH:28][C:29]([CH3:32])=[CH:30][CH:31]=4)=[C:17]([C:22]([OH:24])=[O:23])[N:18]([CH3:21])[C:19](=[O:20])[C:8]2=3)=[CH:33][CH:34]=1. The catalyst class is: 111. (6) Reactant: Cl.[C:2]1(=[O:12])[NH:6][C:5](=[O:7])[C:4]2=[CH:8][CH:9]=[CH:10][CH:11]=[C:3]12.C(O)(=O)C1C(=CC=CC=1)C(O)=[O:17]. Product: [OH:17][N:6]1[C:2](=[O:12])[C:3]2=[CH:11][CH:10]=[CH:9][CH:8]=[C:4]2[C:5]1=[O:7]. The catalyst class is: 17. (7) Reactant: [OH:1][C:2]1[CH:9]=[CH:8][C:7]([CH3:10])=[CH:6][C:3]=1[CH:4]=[O:5].Br[CH2:12][CH:13]([O:16][CH3:17])[O:14][CH3:15].C(=O)([O-])[O-].[K+].[K+].O. Product: [CH3:15][O:14][CH:13]([O:16][CH3:17])[CH2:12][O:1][C:2]1[CH:9]=[CH:8][C:7]([CH3:10])=[CH:6][C:3]=1[CH:4]=[O:5]. The catalyst class is: 3.